This data is from Forward reaction prediction with 1.9M reactions from USPTO patents (1976-2016). The task is: Predict the product of the given reaction. (1) Given the reactants [OH:1][C@H:2]([CH2:24][OH:25])[CH2:3][NH:4][C:5](=[O:23])[C:6]1[CH:11]=[CH:10][C:9]([O:12][CH2:13][CH2:14][CH2:15][CH:16]2[CH2:21][CH2:20][NH:19][CH2:18][CH2:17]2)=[N:8][C:7]=1[CH3:22].Cl[C:27]1[N:32]=[CH:31][C:30]([CH2:33][CH3:34])=[CH:29][N:28]=1, predict the reaction product. The product is: [OH:1][C@H:2]([CH2:24][OH:25])[CH2:3][NH:4][C:5](=[O:23])[C:6]1[CH:11]=[CH:10][C:9]([O:12][CH2:13][CH2:14][CH2:15][CH:16]2[CH2:17][CH2:18][N:19]([C:27]3[N:32]=[CH:31][C:30]([CH2:33][CH3:34])=[CH:29][N:28]=3)[CH2:20][CH2:21]2)=[N:8][C:7]=1[CH3:22]. (2) Given the reactants [CH2:1]([N:4]1[CH2:11][CH:10]2[C:6]([C:23]3[S:24][C:25]([F:28])=[CH:26][CH:27]=3)([N:7]([C:12]([NH:14][C:15](=[O:22])[C:16]3[CH:21]=[CH:20][CH:19]=[CH:18][CH:17]=3)=[S:13])[O:8][CH2:9]2)[CH2:5]1)[CH:2]=[CH2:3], predict the reaction product. The product is: [CH2:1]([N:4]1[CH2:11][CH:10]([CH2:9][OH:8])[C:6]([NH:7][C:12]([NH:14][C:15](=[O:22])[C:16]2[CH:17]=[CH:18][CH:19]=[CH:20][CH:21]=2)=[S:13])([C:23]2[S:24][C:25]([F:28])=[CH:26][CH:27]=2)[CH2:5]1)[CH:2]=[CH2:3]. (3) Given the reactants [CH3:1][C:2]1([CH3:32])[CH:6]([C:7]2[CH:12]=[CH:11][C:10]([CH3:13])=[CH:9][CH:8]=2)[C:5]2[C:14]([CH3:31])=[C:15]([N:20]3[C:28](=O)[C:27]4[C:22](=[CH:23][CH:24]=[CH:25][CH:26]=4)[C:21]3=O)[C:16]([CH3:19])=[C:17]([CH3:18])[C:4]=2[O:3]1, predict the reaction product. The product is: [CH3:1][C:2]1([CH3:32])[CH:6]([C:7]2[CH:8]=[CH:9][C:10]([CH3:13])=[CH:11][CH:12]=2)[C:5]2[C:14]([CH3:31])=[C:15]([N:20]3[CH2:21][C:22]4[C:27](=[CH:26][CH:25]=[CH:24][CH:23]=4)[CH2:28]3)[C:16]([CH3:19])=[C:17]([CH3:18])[C:4]=2[O:3]1. (4) Given the reactants [Cl:1][C:2]1[CH:3]=[CH:4][CH:5]=[C:6]2[C:11]=1[N:10]=[N:9][C:8]([C:12]1[CH:17]=[CH:16][CH:15]=[CH:14][CH:13]=1)=[C:7]2[C:18]1[CH:19]=[C:20]([NH2:24])[CH:21]=[CH:22][CH:23]=1.[Br:25][C:26]1[CH:27]=[CH:28][C:29]([O:34][CH3:35])=[C:30]([CH:33]=1)[CH:31]=O, predict the reaction product. The product is: [Br:25][C:26]1[CH:27]=[CH:28][C:29]([O:34][CH3:35])=[C:30]([CH:33]=1)[CH2:31][NH:24][C:20]1[CH:21]=[CH:22][CH:23]=[C:18]([C:7]2[C:6]3[C:11](=[C:2]([Cl:1])[CH:3]=[CH:4][CH:5]=3)[N:10]=[N:9][C:8]=2[C:12]2[CH:13]=[CH:14][CH:15]=[CH:16][CH:17]=2)[CH:19]=1. (5) Given the reactants [F:1][C:2]1[CH:7]=[CH:6][C:5]([CH2:8][C:9]2[CH:18]=[C:17]3[C:12]([C:13]([OH:34])=[C:14]([C:29](OCC)=[O:30])[C:15](=[O:28])[N:16]3[CH2:19][CH2:20][N:21]3[CH2:26][CH2:25][CH2:24][CH2:23][C:22]3=[O:27])=[N:11][CH:10]=2)=[CH:4][CH:3]=1.[NH2:35][C@H:36]([CH3:45])[CH2:37][C:38]([O:40][C:41]([CH3:44])([CH3:43])[CH3:42])=[O:39], predict the reaction product. The product is: [F:1][C:2]1[CH:7]=[CH:6][C:5]([CH2:8][C:9]2[CH:18]=[C:17]3[C:12]([C:13]([OH:34])=[C:14]([C:29]([NH:35][C@H:36]([CH3:45])[CH2:37][C:38]([O:40][C:41]([CH3:44])([CH3:43])[CH3:42])=[O:39])=[O:30])[C:15](=[O:28])[N:16]3[CH2:19][CH2:20][N:21]3[CH2:26][CH2:25][CH2:24][CH2:23][C:22]3=[O:27])=[N:11][CH:10]=2)=[CH:4][CH:3]=1. (6) Given the reactants [N:1]1[CH:6]=[CH:5][C:4]([C:7]2[CH:8]=[C:9]([NH2:14])[C:10]([NH2:13])=[N:11][CH:12]=2)=[CH:3][CH:2]=1.[O:15]1[C:20]2[CH:21]=[CH:22][CH:23]=[CH:24][C:19]=2[O:18][CH2:17][CH:16]1[C:25](O)=O, predict the reaction product. The product is: [O:15]1[CH:16]([C:25]2[NH:13][C:10]3=[N:11][CH:12]=[C:7]([C:4]4[CH:5]=[CH:6][N:1]=[CH:2][CH:3]=4)[CH:8]=[C:9]3[N:14]=2)[CH2:17][O:18][C:19]2[CH:24]=[C:23]3[C:22](=[CH:21][C:20]1=2)[CH:5]=[CH:4][CH:3]=[CH:2]3. (7) Given the reactants [Br:1][C:2]1[CH:7]=[CH:6][C:5]([CH:8]([C:23]2[CH:28]=[CH:27][CH:26]=[CH:25][C:24]=2[CH3:29])[CH2:9][C:10]([C:12]2[CH:13]=[CH:14][C:15](=[O:22])[N:16]([CH2:18][CH:19]3[CH2:21][CH2:20]3)[CH:17]=2)=O)=[CH:4][CH:3]=1.Cl.[NH2:31][OH:32].C([O-])(O)=O.[Na+], predict the reaction product. The product is: [Br:1][C:2]1[CH:7]=[CH:6][C:5]([CH:8]([C:23]2[CH:28]=[CH:27][CH:26]=[CH:25][C:24]=2[CH3:29])[CH2:9]/[C:10](/[C:12]2[CH:13]=[CH:14][C:15](=[O:22])[N:16]([CH2:18][CH:19]3[CH2:21][CH2:20]3)[CH:17]=2)=[N:31]\[OH:32])=[CH:4][CH:3]=1.